Dataset: Forward reaction prediction with 1.9M reactions from USPTO patents (1976-2016). Task: Predict the product of the given reaction. (1) Given the reactants [CH:1]1([NH:6][C:7]2[CH:8]=[C:9]([Cl:23])[CH:10]=[C:11]3[C:15]=2[NH:14][C:13]([C:16]2[CH:21]=[CH:20][C:19]([NH2:22])=[CH:18][CH:17]=2)=[CH:12]3)[CH2:5][CH2:4][CH2:3][CH2:2]1.[CH3:24][N:25]1[CH2:30][CH2:29][C:28](=O)[CH2:27][CH2:26]1, predict the reaction product. The product is: [CH:1]1([NH:6][C:7]2[CH:8]=[C:9]([Cl:23])[CH:10]=[C:11]3[C:15]=2[NH:14][C:13]([C:16]2[CH:17]=[CH:18][C:19]([NH:22][CH:28]4[CH2:29][CH2:30][N:25]([CH3:24])[CH2:26][CH2:27]4)=[CH:20][CH:21]=2)=[CH:12]3)[CH2:5][CH2:4][CH2:3][CH2:2]1. (2) Given the reactants [F:1][C:2]([F:7])([F:6])[C:3]([OH:5])=[O:4].C(N1CC[C@@H](N[C:21]2[N:29]=[C:28]3[C:24]([N:25]=[CH:26][N:27]3[C@@H:30]3[CH2:34][C@H:33]([NH:35][C:36]([CH:38]4[CH2:41][CH2:40][CH2:39]4)=[O:37])[C@@H:32]([OH:42])[C@H:31]3[OH:43])=[C:23]([NH:44][CH2:45][CH:46]([C:53]3[CH:58]=[CH:57][CH:56]=[CH:55][CH:54]=3)[C:47]3[CH:52]=[CH:51][CH:50]=[CH:49][CH:48]=3)[N:22]=2)C1)C1C=CC=CC=1.[N:59]1([C:74]2[CH:79]=[CH:78][CH:77]=[CH:76][N:75]=2)[CH2:64][CH2:63][CH:62]([NH:65][C:66]([N:68]2[CH2:72][CH2:71][C@@H:70]([NH2:73])[CH2:69]2)=[O:67])[CH2:61][CH2:60]1, predict the reaction product. The product is: [F:1][C:2]([F:7])([F:6])[C:3]([OH:5])=[O:4].[N:59]1([C:74]2[CH:79]=[CH:78][CH:77]=[CH:76][N:75]=2)[CH2:64][CH2:63][CH:62]([NH:65][C:66]([N:68]2[CH2:72][CH2:71][C@@H:70]([NH:73][C:21]3[N:29]=[C:28]4[C:24]([N:25]=[CH:26][N:27]4[C@@H:30]4[CH2:34][C@H:33]([NH:35][C:36]([CH:38]5[CH2:41][CH2:40][CH2:39]5)=[O:37])[C@@H:32]([OH:42])[C@H:31]4[OH:43])=[C:23]([NH:44][CH2:45][CH:46]([C:47]4[CH:52]=[CH:51][CH:50]=[CH:49][CH:48]=4)[C:53]4[CH:58]=[CH:57][CH:56]=[CH:55][CH:54]=4)[N:22]=3)[CH2:69]2)=[O:67])[CH2:61][CH2:60]1. (3) Given the reactants [Cl:1][C:2]1[CH:7]=[C:6](Cl)[CH:5]=[C:4]([Cl:9])[N:3]=1.O.[NH2:11][NH2:12], predict the reaction product. The product is: [Cl:1][C:2]1[CH:7]=[C:6]([NH:11][NH2:12])[CH:5]=[C:4]([Cl:9])[N:3]=1. (4) Given the reactants CC([O:5][C:6](=[O:24])[CH2:7][N:8]1[C:13]2[CH:14]=[C:15]([C:18]([O:20][CH2:21][CH3:22])=[O:19])[CH:16]=[CH:17][C:12]=2[O:11][CH2:10][C:9]1=[O:23])(C)C.CC#N.O, predict the reaction product. The product is: [CH2:21]([O:20][C:18]([C:15]1[CH:16]=[CH:17][C:12]2[O:11][CH2:10][C:9](=[O:23])[N:8]([CH2:7][C:6]([OH:24])=[O:5])[C:13]=2[CH:14]=1)=[O:19])[CH3:22].